Dataset: Catalyst prediction with 721,799 reactions and 888 catalyst types from USPTO. Task: Predict which catalyst facilitates the given reaction. (1) Reactant: Cl[C:2]1[C:7](Cl)=[C:6]([NH:9][C@@H:10]([CH3:13])[CH2:11][OH:12])[C:5](Cl)=[C:4](Cl)[N:3]=1.C(=O)([O-])[O-].[K+].[K+]. Product: [N:3]1[CH:4]=[CH:5][C:6]([NH:9][C@@H:10]([CH3:13])[CH2:11][OH:12])=[CH:7][CH:2]=1. The catalyst class is: 63. (2) Reactant: [F:1][C:2]1[CH:7]=[CH:6][CH:5]=[C:4]([F:8])[C:3]=1[N:9]1[C:14]2[N:15]=[C:16](S(C)(=O)=O)[N:17]=[C:18]([C:19]3[CH:24]=[CH:23][C:22]([F:25])=[CH:21][C:20]=3[CH3:26])[C:13]=2[CH:12]=[CH:11][C:10]1=[O:31].[F:32][C:33]([F:37])([F:36])[CH2:34][NH2:35]. Product: [F:32][C:33]([F:37])([F:36])[CH2:34][NH:35][C:16]1[N:17]=[C:18]([C:19]2[CH:24]=[CH:23][C:22]([F:25])=[CH:21][C:20]=2[CH3:26])[C:13]2[CH:12]=[CH:11][C:10](=[O:31])[N:9]([C:3]3[C:2]([F:1])=[CH:7][CH:6]=[CH:5][C:4]=3[F:8])[C:14]=2[N:15]=1. The catalyst class is: 1. (3) Reactant: C([O:3][C:4]([C:6]1([S:23]([C:26]2[CH:31]=[CH:30][C:29]([O:32][CH3:33])=[CH:28][CH:27]=2)(=[O:25])=[O:24])[CH2:11][CH2:10][N:9]([CH2:12][C:13]2[C:22]3[C:17](=[CH:18][CH:19]=[CH:20][CH:21]=3)[CH:16]=[CH:15][CH:14]=2)[CH2:8][CH2:7]1)=[O:5])C.[OH-].[Na+].O1CCCC1. Product: [CH3:33][O:32][C:29]1[CH:28]=[CH:27][C:26]([S:23]([C:6]2([C:4]([OH:5])=[O:3])[CH2:7][CH2:8][N:9]([CH2:12][C:13]3[C:22]4[C:17](=[CH:18][CH:19]=[CH:20][CH:21]=4)[CH:16]=[CH:15][CH:14]=3)[CH2:10][CH2:11]2)(=[O:25])=[O:24])=[CH:31][CH:30]=1. The catalyst class is: 5. (4) Reactant: [CH3:1][O:2][C:3]([NH:5][C@@H:6]([CH:24]([CH3:26])[CH3:25])[C:7]([N:9]1[C@H:13]([C:14]([O:16]CC)=[O:15])[CH2:12][C:11]2([CH2:23][CH2:22][O:21][CH2:20][CH2:19]2)[CH2:10]1)=[O:8])=[O:4].C1COCC1.[Li+].[OH-]. Product: [CH3:1][O:2][C:3]([NH:5][C@@H:6]([CH:24]([CH3:26])[CH3:25])[C:7]([N:9]1[CH:13]([C:14]([OH:16])=[O:15])[CH2:12][C:11]2([CH2:19][CH2:20][O:21][CH2:22][CH2:23]2)[CH2:10]1)=[O:8])=[O:4]. The catalyst class is: 107. (5) Reactant: [Cl:1][C:2]1[CH:3]=[N:4][NH:5][C:6](=[O:9])[C:7]=1[Cl:8].C(=O)([O-])[O-].[K+].[K+].I[CH2:17][CH2:18][CH3:19].O. The catalyst class is: 9. Product: [Cl:8][C:7]1[C:6](=[O:9])[N:5]([CH2:17][CH2:18][CH3:19])[N:4]=[CH:3][C:2]=1[Cl:1]. (6) Reactant: [CH:1](=[O:5])[CH2:2][CH2:3][CH3:4].[CH2:6](O)[CH2:7][CH2:8][OH:9].P(=O)(O)(O)O.C(=O)CCC.O. Product: [CH2:2]([CH:1]1[O:9][CH2:8][CH2:7][CH2:6][O:5]1)[CH2:3][CH3:4]. The catalyst class is: 6.